This data is from Forward reaction prediction with 1.9M reactions from USPTO patents (1976-2016). The task is: Predict the product of the given reaction. (1) Given the reactants Cl[C:2]1[C:3]2[C:10]([F:11])=[CH:9][NH:8][C:4]=2[N:5]=[CH:6][N:7]=1.[CH:12]([O:15][C:16]1[CH:24]=[C:23]2[C:19]([CH:20]=[N:21][NH:22]2)=[CH:18][C:17]=1[NH2:25])([CH3:14])[CH3:13], predict the reaction product. The product is: [F:11][C:10]1[C:3]2[C:2]([NH:25][C:17]3[CH:18]=[C:19]4[C:23](=[CH:24][C:16]=3[O:15][CH:12]([CH3:14])[CH3:13])[NH:22][N:21]=[CH:20]4)=[N:7][CH:6]=[N:5][C:4]=2[NH:8][CH:9]=1. (2) Given the reactants [C:12]([O:11][C:9](O[C:9]([O:11][C:12]([CH3:15])([CH3:14])[CH3:13])=[O:10])=[O:10])([CH3:15])([CH3:14])[CH3:13].Cl.[NH:17]1[CH2:22][CH2:21][CH:20]([O:23][C:24]2[CH:32]=[CH:31][CH:30]=[CH:29][C:25]=2[C:26]([OH:28])=[O:27])[CH2:19][CH2:18]1.O, predict the reaction product. The product is: [C:12]([O:11][C:9]([N:17]1[CH2:18][CH2:19][CH:20]([O:23][C:24]2[CH:32]=[CH:31][CH:30]=[CH:29][C:25]=2[C:26]([OH:28])=[O:27])[CH2:21][CH2:22]1)=[O:10])([CH3:13])([CH3:14])[CH3:15]. (3) Given the reactants [CH:1]1([CH2:4][O:5][C:6]2[CH:11]=[C:10](C(O)=O)[C:9]([O:15][CH2:16][O:17][CH3:18])=[CH:8][N:7]=2)[CH2:3][CH2:2]1.C1(P(N=[N+]=[N-])(C2C=CC=CC=2)=[O:26])C=CC=CC=1.C([N:39]([CH2:43]C)C(C)C)(C)C.[C:45]([OH:49])([CH3:48])([CH3:47])[CH3:46], predict the reaction product. The product is: [CH:1]1([CH2:4][O:5][C:6]2[CH:11]=[C:10]([NH:39][C:43](=[O:26])[O:49][C:45]([CH3:48])([CH3:47])[CH3:46])[C:9]([O:15][CH2:16][O:17][CH3:18])=[CH:8][N:7]=2)[CH2:2][CH2:3]1. (4) Given the reactants [CH2:1]([O:3][C:4]1[CH:9]=[CH:8][CH:7]=[CH:6][C:5]=1[C:10]1[NH:15][C:14](=[O:16])[C:13]2=[C:17]([CH2:25][CH3:26])[N:18]=[C:19]([CH:20]3[CH2:24][CH2:23][CH2:22][CH2:21]3)[N:12]2[N:11]=1)[CH3:2].[S:27](Cl)([Cl:30])(=[O:29])=[O:28], predict the reaction product. The product is: [CH2:1]([O:3][C:4]1[CH:9]=[CH:8][C:7]([S:27]([Cl:30])(=[O:29])=[O:28])=[CH:6][C:5]=1[C:10]1[NH:15][C:14](=[O:16])[C:13]2=[C:17]([CH2:25][CH3:26])[N:18]=[C:19]([CH:20]3[CH2:24][CH2:23][CH2:22][CH2:21]3)[N:12]2[N:11]=1)[CH3:2]. (5) The product is: [CH3:1][NH:2][C:18]([C:12]1[CH2:13][O:14][C:15]2[CH:16]=[CH:17][C:8]3[CH:7]=[CH:6][C:5]([O:4][CH3:3])=[CH:21][C:9]=3[C:10]=2[CH:11]=1)=[O:19]. Given the reactants [CH3:1][NH2:2].[CH3:3][O:4][C:5]1[CH:6]=[CH:7][C:8]2[CH:17]=[CH:16][C:15]3[O:14][CH2:13][C:12]([C:18](O)=[O:19])=[CH:11][C:10]=3[C:9]=2[CH:21]=1, predict the reaction product. (6) Given the reactants Br[C:2]1[CH:7]=[CH:6][C:5]([C:8]2[NH:9][C:10](=[O:17])[C:11]3[N:12]([CH:14]=[CH:15][CH:16]=3)[CH:13]=2)=[CH:4][CH:3]=1.[CH3:18][N:19]1[CH:23]=[C:22](B2OC(C)(C)C(C)(C)O2)[CH:21]=[N:20]1.C(=O)([O-])O.[Na+], predict the reaction product. The product is: [CH3:18][N:19]1[CH:23]=[C:22]([C:2]2[CH:7]=[CH:6][C:5]([C:8]3[NH:9][C:10](=[O:17])[C:11]4[N:12]([CH:14]=[CH:15][CH:16]=4)[CH:13]=3)=[CH:4][CH:3]=2)[CH:21]=[N:20]1. (7) Given the reactants Cl[C:2]1[N:7]=[C:6]([N:8]([CH:18]2[CH2:20][CH2:19]2)[CH2:9][C:10]2[CH:15]=[CH:14][C:13]([O:16][CH3:17])=[CH:12][CH:11]=2)[C:5]2=[N:21][CH:22]=[C:23]([C:24]#[N:25])[N:4]2[N:3]=1.NC1C(Cl)=CN=C(C#N)N=1.CC1(C)C2C(=C(P(C3C=CC=CC=3)C3C=CC=CC=3)C=CC=2)OC2C(P(C3C=CC=CC=3)C3C=CC=CC=3)=CC=CC1=2.C(=O)([O-])[O-].[Cs+].[Cs+], predict the reaction product. The product is: [CH:18]1([N:8]([CH2:9][C:10]2[CH:11]=[CH:12][C:13]([O:16][CH3:17])=[CH:14][CH:15]=2)[C:6]2[C:5]3=[N:21][CH:22]=[C:23]([C:24]#[N:25])[N:4]3[N:3]=[CH:2][N:7]=2)[CH2:20][CH2:19]1. (8) Given the reactants [Br:1][CH2:2][C:3]1[C:12]2[C:7](=[CH:8][CH:9]=[CH:10][CH:11]=2)[C:6]([C:13]([OH:15])=O)=[CH:5][CH:4]=1.C(Cl)(=O)C([Cl:19])=O, predict the reaction product. The product is: [Br:1][CH2:2][C:3]1[C:12]2[C:7](=[CH:8][CH:9]=[CH:10][CH:11]=2)[C:6]([C:13]([Cl:19])=[O:15])=[CH:5][CH:4]=1. (9) The product is: [CH3:1][C:2]1[N:3]=[C:4]([NH:11][C:12]([N:36]2[CH2:37][CH2:38][N:33]([C:26]3[CH:27]=[C:28]([N+:30]([O-:32])=[O:31])[CH:29]=[C:24]([N+:21]([O-:23])=[O:22])[CH:25]=3)[CH2:34][CH2:35]2)=[O:20])[C:5]([O:9][CH3:10])=[N:6][C:7]=1[CH3:8]. Given the reactants [CH3:1][C:2]1[N:3]=[C:4]([NH:11][C:12](=[O:20])OC2C=CC=CC=2)[C:5]([O:9][CH3:10])=[N:6][C:7]=1[CH3:8].[N+:21]([C:24]1[CH:25]=[C:26]([N:33]2[CH2:38][CH2:37][NH:36][CH2:35][CH2:34]2)[CH:27]=[C:28]([N+:30]([O-:32])=[O:31])[CH:29]=1)([O-:23])=[O:22], predict the reaction product.